This data is from Full USPTO retrosynthesis dataset with 1.9M reactions from patents (1976-2016). The task is: Predict the reactants needed to synthesize the given product. (1) The reactants are: [C:1]([O:5][C:6](=[O:24])[NH:7][C:8]1[CH:13]=[C:12]([O:14][C:15]2[CH:20]=[CH:19][C:18]([NH2:21])=[CH:17][N:16]=2)[C:11]([F:22])=[CH:10][C:9]=1[F:23])([CH3:4])([CH3:3])[CH3:2].[S-:25][C:26]#[N:27].[K+].BrBr. Given the product [C:1]([O:5][C:6](=[O:24])[NH:7][C:8]1[CH:13]=[C:12]([O:14][C:15]2[N:16]=[C:17]3[S:25][C:26]([NH2:27])=[N:21][C:18]3=[CH:19][CH:20]=2)[C:11]([F:22])=[CH:10][C:9]=1[F:23])([CH3:4])([CH3:2])[CH3:3], predict the reactants needed to synthesize it. (2) Given the product [Br:17][CH2:15][C:14]([C:4]1[CH:5]=[N:6][N:7]([C:8]2[CH:9]=[CH:10][CH:11]=[CH:12][CH:13]=2)[C:3]=1[CH2:1][CH3:2])=[O:16], predict the reactants needed to synthesize it. The reactants are: [CH2:1]([C:3]1[N:7]([C:8]2[CH:13]=[CH:12][CH:11]=[CH:10][CH:9]=2)[N:6]=[CH:5][C:4]=1[C:14](=[O:16])[CH3:15])[CH3:2].[BrH:17].BrBr. (3) Given the product [Cl:17][C:4]1[C:3]2[C:8](=[CH:9][C:10]([O:12][CH3:13])=[CH:11][C:2]=2[F:1])[N:7]=[CH:6][N:5]=1, predict the reactants needed to synthesize it. The reactants are: [F:1][C:2]1[CH:11]=[C:10]([O:12][CH3:13])[CH:9]=[C:8]2[C:3]=1[C:4](O)=[N:5][CH:6]=[N:7]2.S(Cl)([Cl:17])=O.CN(C)C=O. (4) Given the product [C:1]([O:5][C:6]([N:8]1[CH2:9][CH2:10][N:11]([C:14]2[N:22]([CH2:23][C:24]#[C:25][CH3:26])[C:21]3[C:20](=[O:27])[N:19]([CH2:28][CH2:29][C:30]4[CH:35]=[CH:34][CH:33]=[CH:32][CH:31]=4)[C:18](=[O:36])[N:17]([CH2:37][C:38]([OH:40])=[O:39])[C:16]=3[N:15]=2)[CH2:12][CH2:13]1)=[O:7])([CH3:4])([CH3:2])[CH3:3], predict the reactants needed to synthesize it. The reactants are: [C:1]([O:5][C:6]([N:8]1[CH2:13][CH2:12][N:11]([C:14]2[N:22]([CH2:23][C:24]#[C:25][CH3:26])[C:21]3[C:20](=[O:27])[N:19]([CH2:28][CH2:29][C:30]4[CH:35]=[CH:34][CH:33]=[CH:32][CH:31]=4)[C:18](=[O:36])[N:17]([CH2:37][C:38]([O:40]CC)=[O:39])[C:16]=3[N:15]=2)[CH2:10][CH2:9]1)=[O:7])([CH3:4])([CH3:3])[CH3:2].[OH-].[Na+].Cl.